This data is from Full USPTO retrosynthesis dataset with 1.9M reactions from patents (1976-2016). The task is: Predict the reactants needed to synthesize the given product. (1) Given the product [OH:8][C:9]1[CH:14]=[CH:13][C:12]([N:15]([CH2:27][C@@H:28]([NH:33][C:34](=[O:40])[O:35][C:36]([CH3:37])([CH3:39])[CH3:38])[C@@H:29]([CH3:32])[CH2:30][CH3:31])[C:16]([C@@H:18]2[CH2:20][C@H:19]2[C:21]2[CH:26]=[CH:25][CH:24]=[CH:23][N:22]=2)=[O:17])=[CH:11][CH:10]=1, predict the reactants needed to synthesize it. The reactants are: [Si]([O:8][C:9]1[CH:14]=[CH:13][C:12]([N:15]([CH2:27][C@@H:28]([NH:33][C:34](=[O:40])[O:35][C:36]([CH3:39])([CH3:38])[CH3:37])[C@@H:29]([CH3:32])[CH2:30][CH3:31])[C:16]([C@@H:18]2[CH2:20][C@H:19]2[C:21]2[CH:26]=[CH:25][CH:24]=[CH:23][N:22]=2)=[O:17])=[CH:11][CH:10]=1)(C(C)(C)C)(C)C.[F-].C([N+](CCCC)(CCCC)CCCC)CCC. (2) Given the product [NH2:1][C:4]1[CH:5]=[C:6]([CH:7]=[C:8]([C:9]([O:11][CH3:12])=[O:10])[CH:13]=1)[C:14]([OH:16])=[O:15], predict the reactants needed to synthesize it. The reactants are: [N+:1]([C:4]1[CH:5]=[C:6]([C:14]([O-:16])=[O:15])[CH:7]=[C:8]([CH:13]=1)[C:9]([O:11][CH3:12])=[O:10])([O-])=O. (3) The reactants are: [F:1][CH:2]([F:25])[CH2:3][N:4]([S:14]([CH2:17][C:18]1[CH:23]=[CH:22][CH:21]=[CH:20][C:19]=1[I:24])(=[O:16])=[O:15])[C:5]1[N:6]=[CH:7][S:8][C:9]=1[C:10]([O:12]C)=O.[H-].[Na+].O.Cl. Given the product [F:1][CH:2]([F:25])[CH2:3][N:4]1[C:5]2[N:6]=[CH:7][S:8][C:9]=2[C:10]([OH:12])=[C:17]([C:18]2[CH:23]=[CH:22][CH:21]=[CH:20][C:19]=2[I:24])[S:14]1(=[O:15])=[O:16], predict the reactants needed to synthesize it. (4) The reactants are: [C:1]([O:5][C:6]([N:8]1[CH2:13][CH2:12][CH:11]([O:14][C:15]2[CH:16]=[C:17]3[C:22](=[CH:23][CH:24]=2)[CH:21]=[N:20][C:19]([Cl:25])=[CH:18]3)[CH2:10][CH2:9]1)=[O:7])([CH3:4])([CH3:3])[CH3:2].[Br:26]N1C(=O)CCC1=O.CC(N=NC(C#N)(C)C)(C#N)C. Given the product [C:1]([O:5][C:6]([N:8]1[CH2:13][CH2:12][CH:11]([O:14][C:15]2[C:16]([Br:26])=[C:17]3[C:22](=[CH:23][CH:24]=2)[CH:21]=[N:20][C:19]([Cl:25])=[CH:18]3)[CH2:10][CH2:9]1)=[O:7])([CH3:4])([CH3:2])[CH3:3], predict the reactants needed to synthesize it. (5) Given the product [CH:27]1([C:14]2[CH:15]=[C:16]([O:17][CH2:18][C:19]3[C:20]([F:26])=[CH:21][CH:22]=[CH:23][C:24]=3[F:25])[N:11]3[N:10]=[C:9]([CH3:30])[C:8]([C:6]([OH:7])=[O:5])=[C:12]3[CH:13]=2)[CH2:28][CH2:29]1, predict the reactants needed to synthesize it. The reactants are: [OH-].[Na+].C([O:5][C:6]([C:8]1[C:9]([CH3:30])=[N:10][N:11]2[C:16]([O:17][CH2:18][C:19]3[C:24]([F:25])=[CH:23][CH:22]=[CH:21][C:20]=3[F:26])=[CH:15][C:14]([CH:27]3[CH2:29][CH2:28]3)=[CH:13][C:12]=12)=[O:7])C.C[Si](C)(C)[O-].[K+]. (6) Given the product [N:21]1([C:2]2[N:6]=[C:5]([CH:7]=[CH:8][C:9]3[N:19]=[C:12]4[N:13]=[C:14]([CH3:18])[CH:15]=[C:16]([CH3:17])[N:11]4[N:10]=3)[N:4]([CH3:20])[N:3]=2)[CH2:24][CH2:23][CH2:22]1, predict the reactants needed to synthesize it. The reactants are: Br[C:2]1[N:6]=[C:5]([CH:7]=[CH:8][C:9]2[N:19]=[C:12]3[N:13]=[C:14]([CH3:18])[CH:15]=[C:16]([CH3:17])[N:11]3[N:10]=2)[N:4]([CH3:20])[N:3]=1.[NH:21]1[CH2:24][CH2:23][CH2:22]1.C1(P(C2C=CC=CC=2)C2C3OC4C(=CC=CC=4P(C4C=CC=CC=4)C4C=CC=CC=4)C(C)(C)C=3C=CC=2)C=CC=CC=1.C1([O-])C=CC=CC=1.[Na+].